This data is from Reaction yield outcomes from USPTO patents with 853,638 reactions. The task is: Predict the reaction yield, written as a fraction of the theoretical maximum amount of product (1.0 means a 100% yield; for example, 0.34 means a 34% yield). (1) The reactants are [H-].[Na+].[Cl:3][C:4]1[C:5]2[CH:12]=[CH:11][NH:10][C:6]=2[N:7]=[CH:8][N:9]=1.Cl[CH2:14][O:15][CH2:16][C:17]1[CH:22]=[CH:21][CH:20]=[CH:19][CH:18]=1. The catalyst is O1CCCC1. The product is [CH2:16]([O:15][CH2:14][N:10]1[C:6]2[N:7]=[CH:8][N:9]=[C:4]([Cl:3])[C:5]=2[CH:12]=[CH:11]1)[C:17]1[CH:22]=[CH:21][CH:20]=[CH:19][CH:18]=1. The yield is 0.707. (2) The reactants are C([O:8][C:9](=[O:30])[C@@H:10]([CH2:14][C:15]([N:17]1[C:29]2[CH:28]=[CH:27][CH:26]=[CH:25][C:24]=2[C:23]2[C:18]1=[CH:19][CH:20]=[CH:21][CH:22]=2)=[O:16])[CH2:11][CH2:12][CH3:13])C1C=CC=CC=1. The catalyst is CCOC(C)=O.[Pd]. The product is [CH:28]1[C:29]2[N:17]([C:15](=[O:16])[CH2:14][C@@H:10]([CH2:11][CH2:12][CH3:13])[C:9]([OH:30])=[O:8])[C:18]3[C:23](=[CH:22][CH:21]=[CH:20][CH:19]=3)[C:24]=2[CH:25]=[CH:26][CH:27]=1. The yield is 0.840. (3) The reactants are [NH:1]1[CH:5]=[CH:4][C:3]([C:6]([O:8][CH3:9])=[O:7])=[CH:2]1.[H-].[Na+].[C:12]([C:16]1[N:20]([CH2:21][CH:22]2[CH2:27][CH2:26][O:25][CH2:24][CH2:23]2)[C:19]2[CH:28]=[CH:29][C:30]([S:32](Cl)(=[O:34])=[O:33])=[CH:31][C:18]=2[N:17]=1)([CH3:15])([CH3:14])[CH3:13]. The catalyst is C1COCC1. The product is [C:12]([C:16]1[N:20]([CH2:21][CH:22]2[CH2:23][CH2:24][O:25][CH2:26][CH2:27]2)[C:19]2[CH:28]=[CH:29][C:30]([S:32]([N:1]3[CH:5]=[CH:4][C:3]([C:6]([O:8][CH3:9])=[O:7])=[CH:2]3)(=[O:33])=[O:34])=[CH:31][C:18]=2[N:17]=1)([CH3:15])([CH3:13])[CH3:14]. The yield is 0.270. (4) The reactants are [CH3:1][O:2][C:3]1[CH:8]=[CH:7][C:6]([NH2:9])=[CH:5][CH:4]=1.C1(S([N:19]2[C:23]3=[N:24][CH:25]=[CH:26][CH:27]=[C:22]3[C:21]([C:28]3[CH:33]=[CH:32][N:31]=[C:30](Cl)[N:29]=3)=[CH:20]2)(=O)=O)C=CC=CC=1. No catalyst specified. The product is [CH3:1][O:2][C:3]1[CH:8]=[CH:7][C:6]([NH:9][C:30]2[N:29]=[C:28]([C:21]3[C:22]4[C:23](=[N:24][CH:25]=[CH:26][CH:27]=4)[NH:19][CH:20]=3)[CH:33]=[CH:32][N:31]=2)=[CH:5][CH:4]=1. The yield is 0.410.